Dataset: Catalyst prediction with 721,799 reactions and 888 catalyst types from USPTO. Task: Predict which catalyst facilitates the given reaction. (1) Reactant: [C:1]1([CH:7]2[CH2:11][NH:10][CH2:9][CH:8]2[CH2:12][OH:13])[CH:6]=[CH:5][CH:4]=[CH:3][CH:2]=1.CN(C(ON1N=NC2C=CC=CC1=2)=[N+](C)C)C.[B-](F)(F)(F)F.C(N(C(C)C)C(C)C)C.[CH3:45][C:46]1[CH:51]=[CH:50][C:49]([C:52]2[C:56]([C:57](O)=[O:58])=[CH:55][O:54][N:53]=2)=[CH:48][CH:47]=1. Product: [CH3:45][C:46]1[CH:47]=[CH:48][C:49]([C:52]2[C:56]([C:57]([N:10]3[CH2:11][C@@H:7]([C:1]4[CH:2]=[CH:3][CH:4]=[CH:5][CH:6]=4)[CH:8]([CH2:12][OH:13])[CH2:9]3)=[O:58])=[CH:55][O:54][N:53]=2)=[CH:50][CH:51]=1. The catalyst class is: 3. (2) Reactant: [C:1]([C:5]1[CH:6]=[C:7]([NH2:20])[N:8]([CH2:10][CH2:11][O:12][Si:13]([C:16]([CH3:19])([CH3:18])[CH3:17])([CH3:15])[CH3:14])[N:9]=1)([CH3:4])([CH3:3])[CH3:2].N1C=CC=CC=1.Cl[C:28]([O:30][CH2:31][C:32]([Cl:35])([Cl:34])[Cl:33])=[O:29].C(OCC)(=O)C. The catalyst class is: 20. Product: [Cl:33][C:32]([Cl:35])([Cl:34])[CH2:31][O:30][C:28](=[O:29])[NH:20][C:7]1[N:8]([CH2:10][CH2:11][O:12][Si:13]([C:16]([CH3:19])([CH3:18])[CH3:17])([CH3:14])[CH3:15])[N:9]=[C:5]([C:1]([CH3:4])([CH3:2])[CH3:3])[CH:6]=1. (3) Reactant: [O:1]=[C:2]1[CH2:7][CH2:6][NH:5][CH2:4][CH:3]1[C:8]([O:10][CH2:11][CH3:12])=[O:9].C([O-])(O)=O.[Na+].[CH3:18][C:19]([O:22][C:23](O[C:23]([O:22][C:19]([CH3:21])([CH3:20])[CH3:18])=[O:24])=[O:24])([CH3:21])[CH3:20]. Product: [O:1]=[C:2]1[CH2:7][CH2:6][N:5]([C:23]([O:22][C:19]([CH3:21])([CH3:20])[CH3:18])=[O:24])[CH2:4][CH:3]1[C:8]([O:10][CH2:11][CH3:12])=[O:9]. The catalyst class is: 146. (4) Reactant: [C:1]([O:5][C:6]([N:8]1[CH2:13][CH2:12][C@@H:11]([O:14]C(=O)C2C=CC([N+]([O-])=O)=CC=2)[C@H:10]([CH2:26][O:27][C:28]2[N:29]=[N:30][C:31]([CH2:47][CH2:48][CH2:49][CH3:50])=[C:32]([C:34]3[CH:39]=[CH:38][C:37]([O:40][CH:41]4[CH2:46][CH2:45][CH2:44][CH2:43][CH2:42]4)=[CH:36][CH:35]=3)[CH:33]=2)[CH2:9]1)=[O:7])([CH3:4])([CH3:3])[CH3:2].[OH-].[Na+]. Product: [C:1]([O:5][C:6]([N:8]1[CH2:13][CH2:12][C@@H:11]([OH:14])[C@H:10]([CH2:26][O:27][C:28]2[N:29]=[N:30][C:31]([CH2:47][CH2:48][CH2:49][CH3:50])=[C:32]([C:34]3[CH:35]=[CH:36][C:37]([O:40][CH:41]4[CH2:46][CH2:45][CH2:44][CH2:43][CH2:42]4)=[CH:38][CH:39]=3)[CH:33]=2)[CH2:9]1)=[O:7])([CH3:4])([CH3:3])[CH3:2]. The catalyst class is: 24. (5) Reactant: Cl.[NH2:2][CH2:3][C:4]1[CH:5]=[C:6]2[C:11](=[CH:12][CH:13]=1)[N:10]=[C:9]([CH3:14])[N:8]([CH:15]1[CH2:20][CH2:19][C:18](=[O:21])[NH:17][C:16]1=[O:22])[C:7]2=[O:23].C(N(CC)CC)C.[Cl:31][C:32]1[CH:33]=[C:34]([N:39]=[C:40]=[O:41])[CH:35]=[CH:36][C:37]=1[CH3:38]. Product: [Cl:31][C:32]1[CH:33]=[C:34]([NH:39][C:40]([NH:2][CH2:3][C:4]2[CH:5]=[C:6]3[C:11](=[CH:12][CH:13]=2)[N:10]=[C:9]([CH3:14])[N:8]([CH:15]2[CH2:20][CH2:19][C:18](=[O:21])[NH:17][C:16]2=[O:22])[C:7]3=[O:23])=[O:41])[CH:35]=[CH:36][C:37]=1[CH3:38]. The catalyst class is: 1.